From a dataset of CYP3A4 inhibition data for predicting drug metabolism from PubChem BioAssay. Regression/Classification. Given a drug SMILES string, predict its absorption, distribution, metabolism, or excretion properties. Task type varies by dataset: regression for continuous measurements (e.g., permeability, clearance, half-life) or binary classification for categorical outcomes (e.g., BBB penetration, CYP inhibition). Dataset: cyp3a4_veith. (1) The compound is CNC(=O)c1sc(SC)cc1-c1ccc(Cl)cc1. The result is 0 (non-inhibitor). (2) The molecule is CC(=O)OC[C@@H]1O[C@H](C/C=N\O[C@@H](C)c2cn([C@H]3COC[C@H]3O)nn2)C=C[C@@H]1OC(C)=O. The result is 0 (non-inhibitor). (3) The molecule is Fc1ccc(C(OCCN2CCN(CCCc3ccccc3)CC2)c2ccc(F)cc2)cc1. The result is 0 (non-inhibitor). (4) The drug is CN[C@@H]1[C@H](O[C@H]2[C@@H](O[C@@H]3[C@@H](O)[C@@H](O)[C@@H](N=C(N)N)[C@@H](O)[C@@H]3N=C(N)N)O[C@@H](C)[C@]2(O)CO)O[C@H](CO)[C@@H](O)[C@@H]1O. The result is 0 (non-inhibitor). (5) The molecule is CCOCCCN1CC(C(=O)NCCc2ccc(C)cc2)CC1=O. The result is 1 (inhibitor). (6) The molecule is CN1CCN(CCCNN)CC1. The result is 0 (non-inhibitor).